From a dataset of Reaction yield outcomes from USPTO patents with 853,638 reactions. Predict the reaction yield, written as a fraction of the theoretical maximum amount of product (1.0 means a 100% yield; for example, 0.34 means a 34% yield). (1) The reactants are [C:1]([C:5]1[CH:23]=[CH:22][C:21]([O:24][Si](C(C)(C)C)(C)C)=[CH:20][C:6]=1/[CH:7]=[C:8]1\[N:9]=[C:10]([C:14]2[CH:19]=[CH:18][CH:17]=[CH:16][CH:15]=2)[O:11][C:12]\1=[O:13])([CH3:4])([CH3:3])[CH3:2].CO[Si](C)(C)C. No catalyst specified. The product is [C:1]([C:5]1[CH:23]=[CH:22][C:21]([OH:24])=[CH:20][C:6]=1/[CH:7]=[C:8]1\[N:9]=[C:10]([C:14]2[CH:19]=[CH:18][CH:17]=[CH:16][CH:15]=2)[O:11][C:12]\1=[O:13])([CH3:4])([CH3:2])[CH3:3]. The yield is 0.500. (2) The reactants are C(NC(C)C)(C)C.[CH2:8]([O:15][C:16]([CH2:18][C@H:19]1[CH2:24][CH2:23][C@H:22]([O:25][Si:26]([C:29]([CH3:32])([CH3:31])[CH3:30])([CH3:28])[CH3:27])[CH2:21][CH2:20]1)=[O:17])[C:9]1[CH:14]=[CH:13][CH:12]=[CH:11][CH:10]=1.[CH3:33][CH:34]([CH3:47])[C:35](=[O:46])[C:36]([O:38][CH2:39][C:40]1[CH:45]=[CH:44][CH:43]=[CH:42][CH:41]=1)=[O:37].C(O)(=O)C. The catalyst is O1CCCC1.CCCCCC.C(OCC)(=O)C. The product is [Si:26]([O:25][C@H:22]1[CH2:23][CH2:24][C@H:19]([CH:18]([C:16]([O:15][CH2:8][C:9]2[CH:10]=[CH:11][CH:12]=[CH:13][CH:14]=2)=[O:17])[C:35]([OH:46])([CH:34]([CH3:33])[CH3:47])[C:36]([O:38][CH2:39][C:40]2[CH:41]=[CH:42][CH:43]=[CH:44][CH:45]=2)=[O:37])[CH2:20][CH2:21]1)([C:29]([CH3:32])([CH3:31])[CH3:30])([CH3:28])[CH3:27]. The yield is 0.290. (3) The reactants are [Cl:1][C:2]1[CH:3]=[C:4]([CH2:20][C:21]([OH:23])=[O:22])[CH:5]=[C:6]([Cl:19])[C:7]=1[S:8][C:9]1[N:10]=[N:11][C:12](Cl)=[C:13]([CH:15]([CH3:17])[CH3:16])[CH:14]=1.C([O-])(=[O:26])C.[Na+]. The catalyst is C(O)(=O)C. The product is [Cl:1][C:2]1[CH:3]=[C:4]([CH2:20][C:21]([OH:23])=[O:22])[CH:5]=[C:6]([Cl:19])[C:7]=1[S:8][C:9]1[CH:14]=[C:13]([CH:15]([CH3:17])[CH3:16])[C:12](=[O:26])[NH:11][N:10]=1. The yield is 0.175. (4) The reactants are [CH3:1][CH:2]([CH3:27])[CH2:3][C:4]([NH:6][C:7]1[CH:12]=[CH:11][C:10]([O:13][CH2:14][CH2:15][N:16]2[CH2:20][CH2:19][CH2:18][CH2:17]2)=[C:9]([C:21]2[N:22]([CH3:26])[N:23]=[CH:24][CH:25]=2)[CH:8]=1)=[O:5].C1C(=O)N([Br:35])C(=O)C1. The catalyst is CN(C=O)C. The product is [Br:35][C:25]1[CH:24]=[N:23][N:22]([CH3:26])[C:21]=1[C:9]1[CH:8]=[C:7]([NH:6][C:4](=[O:5])[CH:3]=[C:2]([CH3:27])[CH3:1])[CH:12]=[CH:11][C:10]=1[O:13][CH2:14][CH2:15][N:16]1[CH2:17][CH2:18][CH2:19][CH2:20]1. The yield is 0.250. (5) The reactants are [Br:1][C:2]1[CH:9]=[CH:8][C:5]([CH:6]=O)=[CH:4][CH:3]=1.[NH2:10][C:11]1[NH:15][N:14]=[CH:13][C:12]=1[C:16]#[N:17].[N:18]#[C-:19].[CH2:20]1[CH2:24][CH2:23][CH2:22][CH2:21]1.Cl(O)(=O)(=O)=O. The catalyst is CO. The product is [CH:20]1([NH:18][C:19]2[N:15]3[N:14]=[CH:13][C:12]([C:16]#[N:17])=[C:11]3[NH:10][C:6]=2[C:5]2[CH:8]=[CH:9][C:2]([Br:1])=[CH:3][CH:4]=2)[CH2:24][CH2:23][CH2:22][CH2:21]1. The yield is 0.687. (6) The catalyst is CN1CCCC1=O. The product is [C:1]([S:3][C@@H:7]([CH2:11][C:12]1[CH:17]=[CH:16][CH:15]=[CH:14][CH:13]=1)[C:8]([OH:10])=[O:9])(=[O:4])[CH3:2]. The reactants are [C:1]([O-:4])(=[S:3])[CH3:2].[K+].Cl[C@H:7]([CH2:11][C:12]1[CH:17]=[CH:16][CH:15]=[CH:14][CH:13]=1)[C:8]([OH:10])=[O:9]. The yield is 0.940.